This data is from Full USPTO retrosynthesis dataset with 1.9M reactions from patents (1976-2016). The task is: Predict the reactants needed to synthesize the given product. (1) Given the product [CH3:52][C:39]1[CH:38]=[C:37]([O:36][CH2:35][CH2:34][CH2:33][S:30]([CH3:29])(=[O:31])=[O:32])[CH:42]=[CH:41][C:40]=1[C:2]1[C:3]2[CH:10]=[C:9]([O:11][CH2:12][C:13]3[CH:18]=[CH:17][C:16]([C@@H:19]([C:26]#[C:27][CH3:28])[CH2:20][C:21]([O:23][CH2:24][CH3:25])=[O:22])=[CH:15][CH:14]=3)[CH:8]=[CH:7][C:4]=2[S:5][CH:6]=1, predict the reactants needed to synthesize it. The reactants are: Br[C:2]1[C:3]2[CH:10]=[C:9]([O:11][CH2:12][C:13]3[CH:18]=[CH:17][C:16]([C@@H:19]([C:26]#[C:27][CH3:28])[CH2:20][C:21]([O:23][CH2:24][CH3:25])=[O:22])=[CH:15][CH:14]=3)[CH:8]=[CH:7][C:4]=2[S:5][CH:6]=1.[CH3:29][S:30]([CH2:33][CH2:34][CH2:35][O:36][C:37]1[CH:42]=[CH:41][C:40](B2OC(C)(C)C(C)(C)O2)=[C:39]([CH3:52])[CH:38]=1)(=[O:32])=[O:31].C([O-])([O-])=O.[Cs+].[Cs+]. (2) Given the product [CH3:21][N:22]([CH2:2][C:3]1[CH:8]=[C:7]([C:9]([O:11][CH3:12])=[O:10])[CH:6]=[CH:5][C:4]=1[C:13]1[CH:18]=[CH:17][CH:16]=[CH:15][C:14]=1[CH3:19])[CH3:23], predict the reactants needed to synthesize it. The reactants are: O[CH2:2][C:3]1[CH:8]=[C:7]([C:9]([O:11][CH3:12])=[O:10])[CH:6]=[CH:5][C:4]=1[C:13]1[CH:18]=[CH:17][CH:16]=[CH:15][C:14]=1[CH3:19].C[CH2:21][N:22](C(C)C)[CH:23](C)C.CS(Cl)(=O)=O.CNC.C1COCC1. (3) Given the product [F:22][C:23]1[CH:28]=[CH:27][C:26]([O:1][CH2:2][CH2:3][N:4]([CH2:17][C:18]([F:19])([F:20])[F:21])[C:5]2[CH:12]=[CH:11][C:8]([C:9]#[N:10])=[C:7]([C:13]([F:15])([F:16])[F:14])[CH:6]=2)=[CH:25][CH:24]=1, predict the reactants needed to synthesize it. The reactants are: [OH:1][CH2:2][CH2:3][N:4]([CH2:17][C:18]([F:21])([F:20])[F:19])[C:5]1[CH:12]=[CH:11][C:8]([C:9]#[N:10])=[C:7]([C:13]([F:16])([F:15])[F:14])[CH:6]=1.[F:22][C:23]1[CH:28]=[CH:27][C:26](O)=[CH:25][CH:24]=1. (4) Given the product [CH:25]1([NH:28][C:19](=[O:21])[C:18]2[CH:22]=[CH:23][C:15]([O:14][CH2:13][C:12]3[C:8]([C:5]4[CH:4]=[CH:3][C:2]([F:1])=[CH:7][CH:6]=4)=[N:9][O:10][C:11]=3[CH3:24])=[N:16][CH:17]=2)[CH2:27][CH2:26]1, predict the reactants needed to synthesize it. The reactants are: [F:1][C:2]1[CH:7]=[CH:6][C:5]([C:8]2[C:12]([CH2:13][O:14][C:15]3[CH:23]=[CH:22][C:18]([C:19]([OH:21])=O)=[CH:17][N:16]=3)=[C:11]([CH3:24])[O:10][N:9]=2)=[CH:4][CH:3]=1.[CH:25]1([NH2:28])[CH2:27][CH2:26]1. (5) Given the product [F:26][C:25]1[C:24]([F:27])=[C:23]2[C:19]([C:20]([NH:36][C:37](=[O:41])[CH2:38][CH2:39][CH3:40])=[N:21][N:22]2[CH2:28][O:29][CH2:30][CH2:31][Si:32]([CH3:35])([CH3:34])[CH3:33])=[CH:18][C:17]=1[C:1]1[CH:6]=[CH:5][CH:4]=[CH:3][CH:2]=1, predict the reactants needed to synthesize it. The reactants are: [C:1]1(B(O)O)[CH:6]=[CH:5][CH:4]=[CH:3][CH:2]=1.C(=O)([O-])[O-].[Na+].[Na+].Br[C:17]1[CH:18]=[C:19]2[C:23](=[C:24]([F:27])[C:25]=1[F:26])[N:22]([CH2:28][O:29][CH2:30][CH2:31][Si:32]([CH3:35])([CH3:34])[CH3:33])[N:21]=[C:20]2[NH:36][C:37](=[O:41])[CH2:38][CH2:39][CH3:40]. (6) Given the product [CH3:1][C:2]1[C:6]([C:7]2[CH:8]=[C:9]([C:27]3[C:26]([CH3:25])=[CH:35][CH:34]=[C:33]4[C:28]=3[CH:29]=[CH:30][CH:31]=[N:32]4)[C:10]3[N:14]=[C:13]([NH:15][S:16]([CH:19]([CH3:21])[CH3:20])(=[O:18])=[O:17])[NH:12][C:11]=3[CH:22]=2)=[C:5]([CH3:24])[O:4][N:3]=1, predict the reactants needed to synthesize it. The reactants are: [CH3:1][C:2]1[C:6]([C:7]2[CH:8]=[C:9](I)[C:10]3[N:14]=[C:13]([NH:15][S:16]([CH:19]([CH3:21])[CH3:20])(=[O:18])=[O:17])[NH:12][C:11]=3[CH:22]=2)=[C:5]([CH3:24])[O:4][N:3]=1.[CH3:25][C:26]1[C:27](B(O)O)=[C:28]2[C:33](=[CH:34][CH:35]=1)[N:32]=[CH:31][CH:30]=[CH:29]2.N12CCCN=C1CCCCC2.[Cl-].[NH4+]. (7) The reactants are: [Cl:1][C:2]1[C:3]([O:12][C:13]2[CH:14]=[N:15][C:16]([C:19]([C:22]3([C:25]4[CH:30]=[CH:29][C:28]([F:31])=[CH:27][C:26]=4[F:32])[CH2:24][O:23]3)([F:21])[F:20])=[CH:17][CH:18]=2)=[N:4][CH:5]=[C:6]([C:8]([F:11])([F:10])[F:9])[CH:7]=1.[NH:33]1[CH:37]=[N:36][N:35]=[N:34]1.C(=O)([O-])[O-].[K+].[K+]. Given the product [Cl:1][C:2]1[C:3]([O:12][C:13]2[CH:18]=[CH:17][C:16]([C:19]([F:21])([F:20])[C:22]([C:25]3[CH:30]=[CH:29][C:28]([F:31])=[CH:27][C:26]=3[F:32])([OH:23])[CH2:24][N:33]3[CH:37]=[N:36][N:35]=[N:34]3)=[N:15][CH:14]=2)=[N:4][CH:5]=[C:6]([C:8]([F:11])([F:10])[F:9])[CH:7]=1, predict the reactants needed to synthesize it. (8) Given the product [CH3:2][N:1]([CH3:5])[CH2:6][CH2:7][O:8][C:9]1[CH:14]=[CH:13][C:12]([NH2:15])=[CH:11][CH:10]=1, predict the reactants needed to synthesize it. The reactants are: [N:1]1([CH2:6][CH2:7][O:8][C:9]2[CH:14]=[CH:13][C:12]([NH2:15])=[CH:11][CH:10]=2)[CH2:5]CC[CH2:2]1.Cl.ClCCN(C)C. (9) Given the product [NH2:35][CH2:34][CH2:33][CH2:32][CH2:31][NH:36][C:2]1[N:11]=[C:10]([N:12]([C:14]2[CH:19]=[CH:18][C:17]([O:20][CH3:21])=[CH:16][CH:15]=2)[CH3:13])[C:9]2[C:4](=[CH:5][CH:6]=[CH:7][CH:8]=2)[N:3]=1, predict the reactants needed to synthesize it. The reactants are: Cl[C:2]1[N:11]=[C:10]([N:12]([C:14]2[CH:19]=[CH:18][C:17]([O:20][CH3:21])=[CH:16][CH:15]=2)[CH3:13])[C:9]2[C:4](=[CH:5][CH:6]=[CH:7][CH:8]=2)[N:3]=1.C(N(C(C)C)CC)(C)C.[CH2:31]([NH2:36])[CH2:32][CH2:33][CH2:34][NH2:35]. (10) Given the product [Br:7][CH2:8][CH2:9][CH2:10][CH2:11][O:12][CH:6]1[CH2:5][CH2:4][CH2:3][CH2:2][O:1]1, predict the reactants needed to synthesize it. The reactants are: [O:1]1[CH:6]=[CH:5][CH2:4][CH2:3][CH2:2]1.[Br:7][CH2:8][CH2:9][CH2:10][CH2:11][OH:12].